From a dataset of Peptide-MHC class I binding affinity with 185,985 pairs from IEDB/IMGT. Regression. Given a peptide amino acid sequence and an MHC pseudo amino acid sequence, predict their binding affinity value. This is MHC class I binding data. (1) The peptide sequence is QRETWTVN. The MHC is HLA-B27:05 with pseudo-sequence HLA-B27:05. The binding affinity (normalized) is 0. (2) The peptide sequence is RRAAVSTLE. The MHC is HLA-B57:01 with pseudo-sequence HLA-B57:01. The binding affinity (normalized) is 0.0847. (3) The binding affinity (normalized) is 0.0352. The peptide sequence is NSEYIESKAK. The MHC is HLA-A31:01 with pseudo-sequence HLA-A31:01. (4) The peptide sequence is REWGWRIPF. The MHC is HLA-A02:03 with pseudo-sequence HLA-A02:03. The binding affinity (normalized) is 0.0847. (5) The peptide sequence is YPYQLMLSL. The MHC is HLA-C04:01 with pseudo-sequence HLA-C04:01. The binding affinity (normalized) is 0.213.